Dataset: Reaction yield outcomes from USPTO patents with 853,638 reactions. Task: Predict the reaction yield, written as a fraction of the theoretical maximum amount of product (1.0 means a 100% yield; for example, 0.34 means a 34% yield). (1) The reactants are [NH2:1][C:2]1[N:7]=[C:6]([O:8][CH2:9][CH3:10])[CH:5]=[C:4]([NH2:11])[N:3]=1.[N:12]([O-])=[O:13].[Na+]. The catalyst is C(O)(=O)C.O. The product is [N:12]([C:5]1[C:6]([O:8][CH2:9][CH3:10])=[N:7][C:2]([NH2:1])=[N:3][C:4]=1[NH2:11])=[O:13]. The yield is 0.680. (2) The catalyst is C(Cl)Cl. The reactants are [C:1]([O:4][C@H:5]1[C@H:10]([N:11]=[C:12]=[S:13])[C@@H:9]([O:14][C:15](=[O:17])[CH3:16])[C@H:8]([O:18][C:19](=[O:21])[CH3:20])[C@@H:7]([CH2:22][O:23][C:24](=[O:26])[CH3:25])[O:6]1)(=[O:3])[CH3:2].Cl.[F:28][CH2:29][CH2:30][CH2:31][NH2:32].CCN(C(C)C)C(C)C. The product is [C:1]([O:4][C@H:5]1[C@H:10]([NH:11][C:12]([NH:32][CH2:31][CH2:30][CH2:29][F:28])=[S:13])[C@@H:9]([O:14][C:15](=[O:17])[CH3:16])[C@H:8]([O:18][C:19](=[O:21])[CH3:20])[C@@H:7]([CH2:22][O:23][C:24](=[O:26])[CH3:25])[O:6]1)(=[O:3])[CH3:2]. The yield is 0.880.